Task: Predict the product of the given reaction.. Dataset: Forward reaction prediction with 1.9M reactions from USPTO patents (1976-2016) (1) The product is: [Cl:12][CH2:11][C:10]([C:3]1[CH:4]=[CH:5][C:6]([O:8][CH3:9])=[CH:7][C:2]=1[NH:1][C:14](=[O:16])[CH3:15])=[O:13]. Given the reactants [NH2:1][C:2]1[CH:7]=[C:6]([O:8][CH3:9])[CH:5]=[CH:4][C:3]=1[C:10](=[O:13])[CH2:11][Cl:12].[C:14](O)(=[O:16])[CH3:15], predict the reaction product. (2) Given the reactants [CH2:1]([O:3][C:4]([C:6]1([C:12]2[CH:17]=[CH:16][CH:15]=[CH:14][CH:13]=2)[CH2:11][CH2:10][NH:9][CH2:8][CH2:7]1)=[O:5])[CH3:2].Br.Br[CH2:20][CH2:21][CH2:22][NH2:23].C(=O)([O-])[O-].[K+].[K+], predict the reaction product. The product is: [CH2:1]([O:3][C:4]([C:6]1([C:12]2[CH:13]=[CH:14][CH:15]=[CH:16][CH:17]=2)[CH2:7][CH2:8][N:9]([CH2:20][CH2:21][CH2:22][NH2:23])[CH2:10][CH2:11]1)=[O:5])[CH3:2]. (3) Given the reactants [CH2:1]([O:8][C:9]1[CH:10]=[C:11]([CH:13]=[CH:14][CH:15]=1)[NH2:12])[C:2]1[CH:7]=[CH:6][CH:5]=[CH:4][CH:3]=1.C([O-])(=O)C.[Na+].Br[CH2:22][C:23]([O:25][CH2:26][CH3:27])=[O:24].O, predict the reaction product. The product is: [CH2:1]([O:8][C:9]1[CH:10]=[C:11]([NH:12][CH2:22][C:23]([O:25][CH2:26][CH3:27])=[O:24])[CH:13]=[CH:14][CH:15]=1)[C:2]1[CH:3]=[CH:4][CH:5]=[CH:6][CH:7]=1.